This data is from Forward reaction prediction with 1.9M reactions from USPTO patents (1976-2016). The task is: Predict the product of the given reaction. (1) Given the reactants [CH:1]([C:4]1[N:5]=[C:6]([C:9]2[CH:18]=[C:17]([O:19][CH:20]3[CH2:37][CH:36]4[N:22]([C:23](=[O:48])[CH2:24][CH2:25][CH2:26][CH2:27][CH2:28][CH:29]=[CH:30][CH:31]5[C:33]([C:39]([NH:41][S:42]([CH:45]6[CH2:47][CH2:46]6)(=[O:44])=[O:43])=[O:40])([NH:34][C:35]4=[O:38])[CH2:32]5)[CH2:21]3)[C:16]3[C:11](=[CH:12][C:13]([O:49][CH3:50])=[CH:14][CH:15]=3)[N:10]=2)[S:7][CH:8]=1)([CH3:3])[CH3:2].[CH:51](C1C=C(C(C)C)C=C(C(C)C)C=1S(NN)(=O)=O)(C)C.C(N(CC)CC)C, predict the reaction product. The product is: [CH:1]([C:4]1[N:5]=[C:6]([C:9]2[CH:18]=[C:17]([O:19][CH:20]3[CH2:37][CH:36]4[N:22]([C:23](=[O:48])[CH2:24][CH2:25][CH2:26][CH2:27][CH2:28][CH:29]=[CH:30][CH:31]5[C:33]([C:39]([NH:41][S:42]([CH:45]6[CH2:47][CH2:46]6)(=[O:44])=[O:43])=[O:40])([NH:34][C:35]4=[O:38])[CH2:32]5)[CH2:21]3)[C:16]3[C:11](=[C:12]([CH3:51])[C:13]([O:49][CH3:50])=[CH:14][CH:15]=3)[N:10]=2)[S:7][CH:8]=1)([CH3:3])[CH3:2]. (2) The product is: [C:1]([N:5]1[CH2:10][CH2:9][CH:8]([NH2:15])[CH2:7][CH2:6]1)([CH3:4])([CH3:3])[CH3:2]. Given the reactants [C:1]([N:5]1[CH2:10][CH2:9][C:8](=O)[CH2:7][CH2:6]1)([CH3:4])([CH3:3])[CH3:2].C([O-])=O.[NH4+:15], predict the reaction product.